From a dataset of Forward reaction prediction with 1.9M reactions from USPTO patents (1976-2016). Predict the product of the given reaction. (1) Given the reactants [CH3:1][O:2][C:3]1[CH:4]=[C:5]([CH:9]=[CH:10][C:11]=1[O:12][CH3:13])[CH2:6][NH:7][CH3:8].ClC([O:17][C:18]([Cl:21])(Cl)Cl)=O, predict the reaction product. The product is: [CH3:1][O:2][C:3]1[CH:4]=[C:5]([CH:9]=[CH:10][C:11]=1[O:12][CH3:13])[CH2:6][N:7]([CH3:8])[C:18]([Cl:21])=[O:17]. (2) Given the reactants [F:1][C:2]([F:14])([F:13])[C:3]1[CH:4]=[C:5]([CH2:9][C:10](O)=[O:11])[CH:6]=[CH:7][CH:8]=1.Cl.[CH3:16][NH:17][O:18][CH3:19].CN(C(ON1N=NC2C=CC=NC1=2)=[N+](C)C)C.F[P-](F)(F)(F)(F)F.CCN(C(C)C)C(C)C, predict the reaction product. The product is: [CH3:19][O:18][N:17]([CH3:16])[C:10](=[O:11])[CH2:9][C:5]1[CH:6]=[CH:7][CH:8]=[C:3]([C:2]([F:14])([F:13])[F:1])[CH:4]=1.